Dataset: Forward reaction prediction with 1.9M reactions from USPTO patents (1976-2016). Task: Predict the product of the given reaction. (1) Given the reactants [C:1]([NH:4][C:5]([CH2:12][C:13]1[C:21]2[C:16](=[C:17]([F:23])[CH:18]=[C:19]([F:22])[CH:20]=2)[NH:15][CH:14]=1)(C(O)=O)[C:6]([OH:8])=[O:7])(=[O:3])[CH3:2], predict the reaction product. The product is: [C:1]([NH:4][CH:5]([CH2:12][C:13]1[C:21]2[C:16](=[C:17]([F:23])[CH:18]=[C:19]([F:22])[CH:20]=2)[NH:15][CH:14]=1)[C:6]([OH:8])=[O:7])(=[O:3])[CH3:2]. (2) Given the reactants [Br:1][C:2]1[C:10]([NH:11][S:12]([CH3:15])(=[O:14])=[O:13])=[CH:9][C:8]2[C:4](=[C:5]([C:23]([NH:25][CH3:26])=[O:24])[N:6]([C:16]3[CH:21]=[CH:20][C:19]([F:22])=[CH:18][CH:17]=3)[N:7]=2)[CH:3]=1.[C:27]([O-])([O-])=O.[K+].[K+].CI, predict the reaction product. The product is: [Br:1][C:2]1[C:10]([N:11]([CH3:27])[S:12]([CH3:15])(=[O:13])=[O:14])=[CH:9][C:8]2[C:4](=[C:5]([C:23]([NH:25][CH3:26])=[O:24])[N:6]([C:16]3[CH:17]=[CH:18][C:19]([F:22])=[CH:20][CH:21]=3)[N:7]=2)[CH:3]=1.